Dataset: Forward reaction prediction with 1.9M reactions from USPTO patents (1976-2016). Task: Predict the product of the given reaction. (1) Given the reactants [CH2:1]=P(C1C=CC=CC=1)(C1C=CC=CC=1)C1C=CC=CC=1.C([Li])CCC.[Br:26][C:27]1[CH:28]=[C:29]2[C:34](=[C:35]([CH:37]=O)[CH:36]=1)[O:33][C:32]([CH3:40])([CH3:39])[CH2:31][C:30]2([CH3:42])[CH3:41], predict the reaction product. The product is: [Br:26][C:27]1[CH:28]=[C:29]2[C:34](=[C:35]([CH:37]=[CH2:1])[CH:36]=1)[O:33][C:32]([CH3:40])([CH3:39])[CH2:31][C:30]2([CH3:42])[CH3:41]. (2) Given the reactants CO[C:3](=[O:27])[C:4]([C:17](=[O:26])[C:18]1[CH:23]=[CH:22][C:21]([CH3:24])=[C:20]([CH3:25])[CH:19]=1)=[CH:5][NH:6][C:7]1[CH:12]=[CH:11][C:10]([C:13]([F:16])([F:15])[F:14])=[CH:9][CH:8]=1.CCCCCC, predict the reaction product. The product is: [CH3:25][C:20]1[CH:19]=[C:18]([CH:23]=[CH:22][C:21]=1[CH3:24])[C:17]([C:4]1[C:3](=[O:27])[C:12]2[C:7](=[CH:8][CH:9]=[C:10]([C:13]([F:16])([F:14])[F:15])[CH:11]=2)[NH:6][CH:5]=1)=[O:26].